This data is from Experimentally validated miRNA-target interactions with 360,000+ pairs, plus equal number of negative samples. The task is: Binary Classification. Given a miRNA mature sequence and a target amino acid sequence, predict their likelihood of interaction. (1) The miRNA is cel-miR-798 with sequence UAAGCCUUACAUAUUGACUGA. The protein sequence of the target gene is MTTQLGPALVLGVALCLGCGQPLPQVPERPFSVLWNVPSAHCEARFGVHLPLNALGIIANRGQHFHGQNMTIFYKNQLGLYPYFGPRGTAHNGGIPQALPLDRHLALAAYQIHHSLRPGFAGPAVLDWEEWCPLWAGNWGRRRAYQAASWAWAQQVFPDLDPQEQLYKAYTGFEQAARALMEDTLRVAQALRPHGLWGFYHYPACGNGWHSMASNYTGRCHAATLARNTQLHWLWAASSALFPSIYLPPRLPPAHHQAFVRHRLEEAFRVALVGHRHPLPVLAYVRLTHRRSGRFLSQDD.... Result: 0 (no interaction). (2) The miRNA is hsa-miR-4749-3p with sequence CGCCCCUCCUGCCCCCACAG. The protein sequence of the target gene is MDMVENADSLQAQERKDILMKYDKGHRAGLPEDKGPEPVGINSSIDRFGILHETELPPVTAREAKKIRREMTRTSKWMEMLGEWETYKHSSKLIDRVYKGIPMNIRGPVWSVLLNIQEIKLKNPGRYQIMKERGKRSSEHIHHIDLDVRTTLRNHVFFRDRYGAKQRELFYILLAYSEYNPEVGYCRDLSHITALFLLYLPEEDAFWALVQLLASERHSLPGFHSPNGGTVQGLQDQQEHVVPKSQPKTMWHQDKEGLCGQCASLGCLLRNLIDGISLGLTLRLWDVYLVEGEQVLMPIT.... Result: 0 (no interaction). (3) The miRNA is hsa-miR-5690 with sequence UCAGCUACUACCUCUAUUAGG. The protein sequence of the target gene is MALVFVYGTLKRGQPNHRVLRDGAHGSAAFRARGRTLEPYPLVIAGEHNIPWLLHLPGSGRLVEGEVYAVDERMLRFLDDFESCPALYQRTVLRVQLLEDRAPGAEEPPAPTAVQCFVYSRATFPPEWAQLPHHDSYDSEGPHGLRYNPRENR. Result: 0 (no interaction). (4) The miRNA is mmu-miR-129-2-3p with sequence AAGCCCUUACCCCAAAAAGCAU. The protein sequence of the target gene is MATSSSAFDDELPMEEGMPELLDDEDVPSTLPSLLEQNLDTAPKGDEFKLVKRKRKSGNAIDVVMEDVSQVDEDATADTADDSTGPKSSKRTKGVKGESRVVPVPKHRYTPLKDNWVNIFTPIVKNLGLQVRFNLKKRQVEIRNPVDREDTTDLQKATDFVRAFILGFEVNDAIALIRLDHLFLETFEVADVKHSLKGDHVSRAIGRIAGKDGRTKLVIENTTKTRIVVANTKIHILGAYQNLKLARNAVCSLILGSNPSKVYGSLRNMASRGAERL. Result: 0 (no interaction). (5) The miRNA is hsa-miR-767-5p with sequence UGCACCAUGGUUGUCUGAGCAUG. The protein sequence of the target gene is MAQDDKGKKLRRSCVESFVGLSDELKAQLYQCVLLINDAYETIYDPSDLNRVVEDVCIRIMKECSKLGALCGLFTDINMFNLFCFFRASRMRTKGAAGYNVPCAEASQGIIRILTERILFCTEKAFLTAACSGVSLPPAICKLLHEIYTEMKAKCLGAWRRLVCNRRPIMILTSSLLKLYNTYDTAGLLSEQSRALCLLVFQPVYLPRIMAPLEIMTKGQLAPENFYSITGSAEKRRPITTGKVTGLSYPGSGLMPESLILPILEPGLLPASMVDLSDVLAKPAVILSAPALSQFVISKP.... Result: 0 (no interaction). (6) The miRNA is hsa-miR-4324 with sequence CCCUGAGACCCUAACCUUAA. The protein sequence of the target gene is MEASRCRLSPSGDSVFHEEMMKMRQAKLDYQRLLLEKRQRKKRLEPFMVQPNPEARLRRAKPRASDEQTPLVNCHTPHSNVILHGIDGPAAVLKPDEVHAPSVSSSVVEEDAENTVDTASKPGLQERLQKHDISESVNFDEETDGISQSACLERPNSASSQNSTDTGTSGSATAAQPADNLLGDIDDLEDFVYSPAPQGVTVRCRIIRDKRGMDRGLFPTYYMYLEKEENQKIFLLAARKRKKSKTANYLISIDPVDLSREGESYVGKLRSNLMGTKFTVYDRGICPMKGRGLVGAAHTR.... Result: 1 (interaction).